From a dataset of Catalyst prediction with 721,799 reactions and 888 catalyst types from USPTO. Predict which catalyst facilitates the given reaction. (1) Reactant: [C:1]([NH:5][S:6]([C:9]1[CH:10]=[C:11]([CH:15]=[CH:16][CH:17]=1)[C:12](O)=[O:13])(=[O:8])=[O:7])([CH3:4])([CH3:3])[CH3:2].CN1CCOCC1.ClC(OCC)=O.[BH4-].[Na+]. Product: [C:1]([NH:5][S:6]([C:9]1[CH:17]=[CH:16][CH:15]=[C:11]([CH2:12][OH:13])[CH:10]=1)(=[O:8])=[O:7])([CH3:4])([CH3:2])[CH3:3]. The catalyst class is: 36. (2) Reactant: Br[CH:2]([CH:14]([CH3:16])[CH3:15])[CH2:3][N-:4][C:5]1[CH:10]=[C:9]([Cl:11])[CH:8]=[C:7]([CH3:12])[C:6]=1[OH:13].C(=O)([O-])[O-:18].[K+].[K+].Cl.O. Product: [Cl:11][C:9]1[CH:8]=[C:7]([CH3:12])[C:6]2[O:13][CH:2]([CH:14]([CH3:16])[CH3:15])[C:3](=[O:18])[NH:4][C:5]=2[CH:10]=1. The catalyst class is: 9. (3) The catalyst class is: 4. Reactant: [Br:1][C:2]1[C:11]2[C:6](=[C:7]([F:12])[CH:8]=[CH:9][CH:10]=2)[N:5]=[C:4]([C:13]([OH:15])=O)[CH:3]=1.[NH2:16][C@H:17]1[CH2:22][CH2:21][CH2:20][CH2:19][C@@H:18]1[OH:23].F[P-](F)(F)(F)(F)F.N1(O[P+](N(C)C)(N(C)C)N(C)C)C2C=CC=CC=2N=N1.C(N(CC)CC)C. Product: [Br:1][C:2]1[C:11]2[C:6](=[C:7]([F:12])[CH:8]=[CH:9][CH:10]=2)[N:5]=[C:4]([C:13]([NH:16][C@H:17]2[CH2:22][CH2:21][CH2:20][CH2:19][C@@H:18]2[OH:23])=[O:15])[CH:3]=1. (4) Reactant: [OH:1]O.[CH3:3][C:4]1[CH:14]=[C:13]([O:15][CH2:16]/[CH:17]=[C:18](/[C:33]2[CH:38]=[CH:37][C:36]([S:39][CH3:40])=[CH:35][CH:34]=2)\[C:19]2[CH:24]=[CH:23][C:22]([C:25]#[C:26][CH2:27][N:28]3[CH:32]=[CH:31][CH:30]=[N:29]3)=[CH:21][CH:20]=2)[CH:12]=[CH:11][C:5]=1[O:6][CH2:7][C:8]([OH:10])=[O:9]. Product: [CH3:40][S:39]([C:36]1[CH:35]=[CH:34][C:33](/[C:18](/[C:19]2[CH:24]=[CH:23][C:22]([C:25]#[C:26][CH2:27][N:28]3[CH:32]=[CH:31][CH:30]=[N:29]3)=[CH:21][CH:20]=2)=[CH:17]/[CH2:16][O:15][C:13]2[CH:12]=[CH:11][C:5]([O:6][CH2:7][C:8]([OH:10])=[O:9])=[C:4]([CH3:3])[CH:14]=2)=[CH:38][CH:37]=1)=[O:1]. The catalyst class is: 86. (5) Reactant: [BH4-].[Na+].[O:3]1[CH2:8][CH2:7][CH2:6][CH:5]([CH2:9][CH:10]=[O:11])[CH2:4]1. Product: [O:3]1[CH2:8][CH2:7][CH2:6][CH:5]([CH2:9][CH2:10][OH:11])[CH2:4]1. The catalyst class is: 8. (6) Reactant: F[C:2](F)(F)[C:3]([OH:5])=[O:4].[Cl:8][C:9]1[C:10]([F:38])=[C:11]([CH:15]2[C:19]([C:22]3[C:27]([F:28])=[CH:26][C:25]([Cl:29])=[CH:24][N:23]=3)([C:20]#[N:21])[CH:18]([CH2:30][C:31]([CH3:34])([CH3:33])[CH3:32])[NH:17][CH:16]2[C:35]([OH:37])=O)[CH:12]=[CH:13][CH:14]=1.[CH2:39](N)C.CN(C(O[N:50]1N=N[C:52]2[CH:53]=[CH:54]C=N[C:51]1=2)=[N+](C)C)C.F[P-](F)(F)(F)(F)F.CCN(C(C)C)C(C)C. Product: [CH3:2][C:3]1([CH3:39])[O:5][C@@H:53]([CH2:52][CH2:51][NH:50][C:35]([CH:16]2[CH:15]([C:11]3[CH:12]=[CH:13][CH:14]=[C:9]([Cl:8])[C:10]=3[F:38])[C:19]([C:22]3[C:27]([F:28])=[CH:26][C:25]([Cl:29])=[CH:24][N:23]=3)([C:20]#[N:21])[CH:18]([CH2:30][C:31]([CH3:34])([CH3:32])[CH3:33])[NH:17]2)=[O:37])[CH2:54][O:4]1. The catalyst class is: 2. (7) Reactant: Br[CH2:2][CH:3]1[CH2:8][CH2:7][N:6]([C:9]([O:11][C:12]([CH3:15])([CH3:14])[CH3:13])=[O:10])[CH2:5][CH2:4]1.[CH:16]1([C@@:22]([C:29]2[CH:34]=[CH:33][CH:32]=[CH:31][CH:30]=2)([C:24]2[N:28]=[CH:27][NH:26][N:25]=2)[OH:23])[CH2:21][CH2:20][CH2:19][CH2:18][CH2:17]1.C(=O)([O-])[O-].[K+].[K+]. Product: [C:12]([O:11][C:9]([N:6]1[CH2:7][CH2:8][CH:3]([CH2:2][N:26]2[CH:27]=[N:28][C:24]([C@:22]([CH:29]3[CH2:30][CH2:31][CH2:32][CH2:33][CH2:34]3)([OH:23])[C:16]3[CH:21]=[CH:20][CH:19]=[CH:18][CH:17]=3)=[N:25]2)[CH2:4][CH2:5]1)=[O:10])([CH3:15])([CH3:14])[CH3:13]. The catalyst class is: 3. (8) Reactant: [H-].[Al+3].[Li+].[H-].[H-].[H-].[CH3:7][N:8]1[CH:12]=[C:11]([C:13]([F:16])([F:15])[F:14])[C:10]([C:17](O)=[O:18])=[N:9]1. Product: [OH:18][CH2:17][C:10]1[C:11]([C:13]([F:16])([F:15])[F:14])=[CH:12][N:8]([CH3:7])[N:9]=1. The catalyst class is: 1. (9) Reactant: [NH2:1][C:2]1[C:3]2[C:13]([S:14][CH3:15])=[CH:12][C:11]([N:16]3[CH2:21][CH2:20][CH:19]([NH2:22])[CH2:18][CH2:17]3)=[CH:10][C:4]=2[S:5][C:6]=1[C:7]([NH2:9])=[O:8].[C:23](=[O:26])([O-])[O-:24].[K+].[K+]. Product: [C:3]([O:24][C:23](=[O:26])[NH:22][CH:19]1[CH2:18][CH2:17][N:16]([C:11]2[CH:12]=[C:13]([S:14][CH3:15])[C:3]3[C:2]([NH2:1])=[C:6]([C:7](=[O:8])[NH2:9])[S:5][C:4]=3[CH:10]=2)[CH2:21][CH2:20]1)([CH3:13])([CH3:4])[CH3:2]. The catalyst class is: 656.